Dataset: Forward reaction prediction with 1.9M reactions from USPTO patents (1976-2016). Task: Predict the product of the given reaction. (1) Given the reactants C(O[CH:5]([O:9]C(=O)C)[C:6](Cl)=[O:7])(=O)C.[Cl:13][C:14]1[C:15]([N+:21]([O-:23])=[O:22])=[C:16]([CH:18]=[CH:19][CH:20]=1)[NH2:17].C(=O)([O-])O.[K+].[Cl-].O[NH3+].S(=O)(=O)(O)O, predict the reaction product. The product is: [Cl:13][C:14]1[C:15]([N+:21]([O-:23])=[O:22])=[C:16]2[C:18]([C:6](=[O:7])[C:5](=[O:9])[NH:17]2)=[CH:19][CH:20]=1. (2) Given the reactants C[O:2][C:3]([C:5]1[CH:6]=[C:7](/[CH:11]=[CH:12]/[C:13]2[CH:14]=[C:15]3[C:19](=[CH:20][CH:21]=2)[NH:18][N:17]=[C:16]3/[CH:22]=[CH:23]/[C:24]2[CH:25]=[N:26][CH:27]=[CH:28][CH:29]=2)[CH:8]=[CH:9][CH:10]=1)=[O:4].[OH-].[Na+], predict the reaction product. The product is: [C:3]([C:5]1[CH:6]=[C:7](/[CH:11]=[CH:12]/[C:13]2[CH:14]=[C:15]3[C:19](=[CH:20][CH:21]=2)[NH:18][N:17]=[C:16]3/[CH:22]=[CH:23]/[C:24]2[CH:25]=[N:26][CH:27]=[CH:28][CH:29]=2)[CH:8]=[CH:9][CH:10]=1)([OH:4])=[O:2]. (3) Given the reactants [NH:1]1[CH2:6][CH2:5][CH:4]([NH:7][C:8](=[O:14])[O:9][C:10]([CH3:13])([CH3:12])[CH3:11])[CH2:3][CH2:2]1.[Cl:15][C:16]1[CH:21]=[CH:20][C:19](I)=[CH:18][N:17]=1, predict the reaction product. The product is: [Cl:15][C:16]1[N:17]=[CH:18][C:19]([N:1]2[CH2:2][CH2:3][CH:4]([NH:7][C:8](=[O:14])[O:9][C:10]([CH3:11])([CH3:13])[CH3:12])[CH2:5][CH2:6]2)=[CH:20][CH:21]=1. (4) The product is: [CH2:47]([NH:51][C:41](=[O:43])[CH2:40][CH:37]1[CH2:38][CH2:39][N:34]([C:32]([N:12]2[C@@:13]([C:25]3[CH:26]=[CH:27][C:28]([Cl:31])=[CH:29][CH:30]=3)([CH3:24])[C@@:14]([C:17]3[CH:22]=[CH:21][C:20]([Cl:23])=[CH:19][CH:18]=3)([CH3:16])[N:15]=[C:11]2[C:8]2[CH:9]=[N:10][C:5]([C:1]([CH3:3])([CH3:4])[CH3:2])=[CH:6][C:7]=2[O:44][CH2:45][CH3:46])=[O:33])[CH2:35][CH2:36]1)[CH2:48][CH:49]=[CH2:50]. Given the reactants [C:1]([C:5]1[N:10]=[CH:9][C:8]([C:11]2[N:12]([C:32]([N:34]3[CH2:39][CH2:38][CH:37]([CH2:40][C:41]([OH:43])=O)[CH2:36][CH2:35]3)=[O:33])[C@@:13]([C:25]3[CH:30]=[CH:29][C:28]([Cl:31])=[CH:27][CH:26]=3)([CH3:24])[C@@:14]([C:17]3[CH:22]=[CH:21][C:20]([Cl:23])=[CH:19][CH:18]=3)([CH3:16])[N:15]=2)=[C:7]([O:44][CH2:45][CH3:46])[CH:6]=1)([CH3:4])([CH3:3])[CH3:2].[CH2:47]([NH2:51])[CH2:48][CH:49]=[CH2:50], predict the reaction product.